This data is from Full USPTO retrosynthesis dataset with 1.9M reactions from patents (1976-2016). The task is: Predict the reactants needed to synthesize the given product. (1) Given the product [ClH:4].[NH:12]1[CH2:13][CH2:14][CH:15]([O:18][C:19]2[CH:24]=[CH:23][C:22]([C:25]#[N:26])=[CH:21][CH:20]=2)[CH2:16][CH2:17]1, predict the reactants needed to synthesize it. The reactants are: C([Cl:4])(=O)C.C(OC([N:12]1[CH2:17][CH2:16][CH:15]([O:18][C:19]2[CH:24]=[CH:23][C:22]([C:25]#[N:26])=[CH:21][CH:20]=2)[CH2:14][CH2:13]1)=O)(C)(C)C. (2) Given the product [C:28]([C:32]1[CH:33]=[C:34]([C:41](=[O:44])[NH:42][CH3:43])[C:35]([O:39][CH3:40])=[C:36]([NH:37][C:19]([NH:1][C:2]2[C:11]3[C:6](=[CH:7][CH:8]=[CH:9][CH:10]=3)[C:5]([O:12][C:13]3[CH:18]=[CH:17][N:16]=[CH:15][CH:14]=3)=[CH:4][CH:3]=2)=[O:20])[CH:38]=1)([CH3:31])([CH3:29])[CH3:30], predict the reactants needed to synthesize it. The reactants are: [NH2:1][C:2]1[C:11]2[C:6](=[CH:7][CH:8]=[CH:9][CH:10]=2)[C:5]([O:12][C:13]2[CH:18]=[CH:17][N:16]=[CH:15][CH:14]=2)=[CH:4][CH:3]=1.[C:19](=O)(O)[O-:20].[Na+].C(Cl)(Cl)=O.[C:28]([C:32]1[CH:33]=[C:34]([C:41](=[O:44])[NH:42][CH3:43])[C:35]([O:39][CH3:40])=[C:36]([CH:38]=1)[NH2:37])([CH3:31])([CH3:30])[CH3:29]. (3) Given the product [Cl:11][C:9]1[C:8]2[N:7]([CH:12]([CH3:14])[CH3:13])[CH2:6][C@@H:5]3[CH2:15][N:16]([C:19]([O:21][C:22]([CH3:24])([CH3:23])[CH3:25])=[O:20])[CH2:17][CH2:18][C:3]([C:4]=23)=[CH:2][CH:10]=1, predict the reactants needed to synthesize it. The reactants are: Br[C:2]1[CH:10]=[C:9]([Cl:11])[C:8]2[N:7]([CH:12]([CH3:14])[CH3:13])[CH2:6][C@@H:5]3[CH2:15][N:16]([C:19]([O:21][C:22]([CH3:25])([CH3:24])[CH3:23])=[O:20])[CH2:17][CH2:18][C:3]=1[C:4]=23.C1COCC1.C([Li])(C)(C)C.CCCCCC. (4) The reactants are: [Li+].[OH-].C([O:5][C:6](=[O:20])[CH2:7][NH:8][C:9](=[O:19])[CH2:10][CH2:11][C:12]1[CH:17]=[CH:16][C:15]([OH:18])=[CH:14][CH:13]=1)C. Given the product [OH:18][C:15]1[CH:16]=[CH:17][C:12]([CH2:11][CH2:10][C:9]([NH:8][CH2:7][C:6]([OH:20])=[O:5])=[O:19])=[CH:13][CH:14]=1, predict the reactants needed to synthesize it.